This data is from Forward reaction prediction with 1.9M reactions from USPTO patents (1976-2016). The task is: Predict the product of the given reaction. (1) The product is: [Br:1][C:2]1[CH:3]=[C:4]2[C:9](=[CH:10][CH:11]=1)[CH2:8][C:7]1([C:25](=[O:26])[N:15]([CH3:14])[C:21](=[O:20])[NH:22]1)[CH2:6][CH2:5]2. Given the reactants [Br:1][C:2]1[CH:3]=[C:4]2[C:9](=[CH:10][CH:11]=1)[CH2:8][C:7](=O)[CH2:6][CH2:5]2.Cl.[CH3:14][NH2:15].[C-]#N.[K+].Cl.[O-:20][C:21]#[N:22].[K+].C[CH2:25][OH:26], predict the reaction product. (2) Given the reactants C(O[C:4](=[O:17])[CH2:5][CH2:6][C:7]([C:10]1[CH:15]=[CH:14][C:13]([F:16])=[CH:12][CH:11]=1)([CH3:9])[CH3:8])C.Cl.[CH3:19][NH:20][O:21][CH3:22].C([Mg]Cl)(C)C, predict the reaction product. The product is: [CH3:22][O:21][N:20]([CH3:19])[C:4](=[O:17])[CH2:5][CH2:6][C:7]([C:10]1[CH:11]=[CH:12][C:13]([F:16])=[CH:14][CH:15]=1)([CH3:8])[CH3:9]. (3) Given the reactants [N:1]1([C:7]2[CH:12]=[CH:11][C:10](B(O)O)=[CH:9][CH:8]=2)[CH2:6][CH2:5][O:4][CH2:3][CH2:2]1.[OH-].[Na+].[ClH:18].[N:19]12[CH2:26][CH2:25][CH:22]([CH2:23][CH2:24]1)[C@@H:21]([NH:27][C:28]([C:30]1[O:31][C:32]3[C:38](Br)=[CH:37][CH:36]=[CH:35][C:33]=3[CH:34]=1)=[O:29])[CH2:20]2, predict the reaction product. The product is: [ClH:18].[N:19]12[CH2:24][CH2:23][CH:22]([CH2:25][CH2:26]1)[C@@H:21]([NH:27][C:28]([C:30]1[O:31][C:32]3[C:38]([C:10]4[CH:11]=[CH:12][C:7]([N:1]5[CH2:6][CH2:5][O:4][CH2:3][CH2:2]5)=[CH:8][CH:9]=4)=[CH:37][CH:36]=[CH:35][C:33]=3[CH:34]=1)=[O:29])[CH2:20]2. (4) Given the reactants Br[C:2]1[CH:11]=[C:10]2[C:5]([CH:6]=[C:7]([NH:39][C:40](=[O:49])[O:41][CH2:42][C:43]3[CH:48]=[CH:47][CH:46]=[CH:45][CH:44]=3)[C:8]([C:12]([NH:14][C:15]3[CH:16]=[N:17][CH:18]=[CH:19][C:20]=3[N:21]3[CH2:26][C@H:25]([C:27]([F:30])([F:29])[F:28])[CH2:24][C@H:23]([NH:31][C:32]([O:34][C:35]([CH3:38])([CH3:37])[CH3:36])=[O:33])[CH2:22]3)=[O:13])=[N:9]2)=[CH:4][CH:3]=1.[O-]P([O-])([O-])=O.[K+].[K+].[K+].O1CCOCC1.[CH3:64][N:65]1[CH2:70][CH:69]=[C:68](B2OC(C)(C)C(C)(C)O2)[CH2:67][CH2:66]1, predict the reaction product. The product is: [C:35]([O:34][C:32]([NH:31][C@H:23]1[CH2:24][C@@H:25]([C:27]([F:29])([F:28])[F:30])[CH2:26][N:21]([C:20]2[CH:19]=[CH:18][N:17]=[CH:16][C:15]=2[NH:14][C:12]([C:8]2[C:7]([NH:39][C:40](=[O:49])[O:41][CH2:42][C:43]3[CH:48]=[CH:47][CH:46]=[CH:45][CH:44]=3)=[CH:6][C:5]3[C:10](=[CH:11][C:2]([C:68]4[CH2:69][CH2:70][N:65]([CH3:64])[CH2:66][CH:67]=4)=[CH:3][CH:4]=3)[N:9]=2)=[O:13])[CH2:22]1)=[O:33])([CH3:38])([CH3:37])[CH3:36]. (5) The product is: [NH2:8][C:9]1[N:14]=[CH:13][C:12]([CH2:15][NH:16][C:17](=[O:31])[NH:18][C@@H:19]([CH2:24][C:25]2[CH:30]=[CH:29][CH:28]=[CH:27][CH:26]=2)[C:20]([O:22][CH3:23])=[O:21])=[CH:11][CH:10]=1. Given the reactants C(OC([NH:8][C:9]1[N:14]=[CH:13][C:12]([CH2:15][NH:16][C:17](=[O:31])[NH:18][C@@H:19]([CH2:24][C:25]2[CH:30]=[CH:29][CH:28]=[CH:27][CH:26]=2)[C:20]([O:22][CH3:23])=[O:21])=[CH:11][CH:10]=1)=O)(C)(C)C.C(O)(C(F)(F)F)=O, predict the reaction product. (6) Given the reactants FC(F)(F)S(OC1CC[C@@H](N2[C@@H](C3C=CC=CC=3)C(C)(C)OC2=O)CC=1)(=O)=O.FC(F)(F)S(OC1CC[C@H](N2[C@@H](C3C=CC=CC=3)C(C)(C)OC2=O)CC=1)(=O)=O.BrC1C=C(B(O)O)C(F)=NC=1.C(=O)([O-])[O-].[Na+].[Na+].[Br:74][C:75]1[CH:76]=[C:77]([C:82]2[CH2:87][CH2:86][C@@H:85]([N:88]3[C@@H:92]([C:93]4[CH:98]=[CH:97][CH:96]=[CH:95][CH:94]=4)[C:91]([CH3:100])([CH3:99])[O:90][C:89]3=[O:101])[CH2:84][CH:83]=2)[C:78]([F:81])=[N:79][CH:80]=1, predict the reaction product. The product is: [Br:74][C:75]1[CH:76]=[C:77]([C:82]2[CH2:87][CH2:86][C@H:85]([N:88]3[C@@H:92]([C:93]4[CH:98]=[CH:97][CH:96]=[CH:95][CH:94]=4)[C:91]([CH3:99])([CH3:100])[O:90][C:89]3=[O:101])[CH2:84][CH:83]=2)[C:78]([F:81])=[N:79][CH:80]=1. (7) Given the reactants Cl.C([O:9][C:10]1[CH:19]=[C:18]2[C:13]([C:14]([NH:20][C:21]3[CH:29]=[C:28]4[C:24]([CH:25]=[CH:26][NH:27]4)=[CH:23][CH:22]=3)=[N:15][CH:16]=[N:17]2)=[CH:12][C:11]=1[O:30][CH3:31])C1C=CC=CC=1.C([O-])=O.[NH4+], predict the reaction product. The product is: [OH:9][C:10]1[CH:19]=[C:18]2[C:13]([C:14]([NH:20][C:21]3[CH:29]=[C:28]4[C:24]([CH:25]=[CH:26][NH:27]4)=[CH:23][CH:22]=3)=[N:15][CH:16]=[N:17]2)=[CH:12][C:11]=1[O:30][CH3:31].